Dataset: Catalyst prediction with 721,799 reactions and 888 catalyst types from USPTO. Task: Predict which catalyst facilitates the given reaction. (1) Reactant: [C:1](=O)([O-])[O-].[K+].[K+].[CH3:7][CH2:8][O:9][C:10]([CH2:12]P(OCC)(OCC)=O)=[O:11].[CH3:21][CH:22]([CH3:26])[CH2:23][CH:24]=O. Product: [CH2:8]([O:9][C:10]([CH2:12]/[CH:1]=[CH:24]/[CH2:23][CH:22]([CH3:26])[CH3:21])=[O:11])[CH3:7]. The catalyst class is: 6. (2) Reactant: [C:1]12([C:11]3[CH:12]=[C:13]([C:25]4[CH:30]=[CH:29][CH:28]=[C:27]([CH:31]([OH:33])[CH3:32])[CH:26]=4)[CH:14]=[CH:15][C:16]=3[O:17][Si:18]([C:21]([CH3:24])([CH3:23])[CH3:22])([CH3:20])[CH3:19])[CH2:10][CH:5]3[CH2:6][CH:7]([CH2:9][CH:3]([CH2:4]3)[CH2:2]1)[CH2:8]2. Product: [C:1]12([C:11]3[CH:12]=[C:13]([C:25]4[CH:30]=[CH:29][CH:28]=[C:27]([C:31](=[O:33])[CH3:32])[CH:26]=4)[CH:14]=[CH:15][C:16]=3[O:17][Si:18]([C:21]([CH3:23])([CH3:24])[CH3:22])([CH3:20])[CH3:19])[CH2:10][CH:5]3[CH2:6][CH:7]([CH2:9][CH:3]([CH2:4]3)[CH2:2]1)[CH2:8]2. The catalyst class is: 177. (3) Reactant: [CH3:1][N:2]1[CH:6]=[C:5]([NH:7][C:8]2[N:13]=[C:12]3[NH:14][N:15]=[CH:16][C:11]3=[CH:10][N:9]=2)[CH:4]=[N:3]1.Br[CH2:18][C:19]1[CH:26]=[CH:25][CH:24]=[CH:23][C:20]=1[C:21]#[N:22].C(=O)([O-])[O-].[K+].[K+]. Product: [CH3:1][N:2]1[CH:6]=[C:5]([NH:7][C:8]2[N:13]=[C:12]3[N:14]([CH2:18][C:19]4[CH:26]=[CH:25][CH:24]=[CH:23][C:20]=4[C:21]#[N:22])[N:15]=[CH:16][C:11]3=[CH:10][N:9]=2)[CH:4]=[N:3]1. The catalyst class is: 31. (4) Reactant: [CH3:1][NH:2][C:3]1[CH:4]=[C:5]([CH:10]=[CH:11][C:12]=1[N+:13]([O-])=O)[C:6]([O:8][CH3:9])=[O:7]. Product: [CH3:9][O:8][C:6](=[O:7])[C:5]1[CH:10]=[CH:11][C:12]([NH2:13])=[C:3]([NH:2][CH3:1])[CH:4]=1. The catalyst class is: 78. (5) Reactant: [F:1][C:2]1[CH:3]=[CH:4][C:5]2[O:9][N:8]=[C:7]([CH:10]3[CH2:15][CH2:14][NH:13][CH2:12][CH2:11]3)[C:6]=2[CH:16]=1.[C:17]([O:21][C:22](=[O:33])[NH:23][C@H:24]1[CH2:29][CH2:28][C@H:27]([CH2:30][CH:31]=O)[CH2:26][CH2:25]1)([CH3:20])([CH3:19])[CH3:18].C(N(CC)CC)C.C(O[BH-](OC(=O)C)OC(=O)C)(=O)C.[Na+]. Product: [C:17]([O:21][C:22](=[O:33])[NH:23][C@H:24]1[CH2:25][CH2:26][C@H:27]([CH2:30][CH2:31][N:13]2[CH2:12][CH2:11][CH:10]([C:7]3[C:6]4[CH:16]=[C:2]([F:1])[CH:3]=[CH:4][C:5]=4[O:9][N:8]=3)[CH2:15][CH2:14]2)[CH2:28][CH2:29]1)([CH3:20])([CH3:19])[CH3:18]. The catalyst class is: 26. (6) Product: [N:1]1([CH2:6][C:7]2[CH:23]=[CH:22][C:10]([CH2:11][N:12]3[CH:20]=[C:19]4[C:14]([N:15]=[CH:16][N:17]=[C:18]4[NH:24][CH2:25][C:26]4[CH:40]=[CH:39][C:38]([O:41][CH3:42])=[CH:37][C:27]=4[O:28][CH2:29][C:30]([O:32][C:33]([CH3:36])([CH3:35])[CH3:34])=[O:31])=[N:13]3)=[CH:9][CH:8]=2)[CH:5]=[CH:4][CH:3]=[N:2]1. The catalyst class is: 9. Reactant: [N:1]1([CH2:6][C:7]2[CH:23]=[CH:22][C:10]([CH2:11][N:12]3[CH:20]=[C:19]4[C:14]([N:15]=[CH:16][N:17]=[C:18]4Cl)=[N:13]3)=[CH:9][CH:8]=2)[CH:5]=[CH:4][CH:3]=[N:2]1.[NH2:24][CH2:25][C:26]1[CH:40]=[CH:39][C:38]([O:41][CH3:42])=[CH:37][C:27]=1[O:28][CH2:29][C:30]([O:32][C:33]([CH3:36])([CH3:35])[CH3:34])=[O:31].CCN(C(C)C)C(C)C. (7) Reactant: Br[C:2]1[CH:11]=[CH:10][CH:9]=[CH:8][C:3]=1[C:4]([O:6]C)=O.CC1(C)C(C)(C)OB(C2[CH2:21][CH2:22][NH:23][CH2:24][CH:25]=2)O1.[C:27]([O-:30])(O)=[O:28].[Na+]. Product: [C:3]([O:30][C:27]([N:23]1[CH2:22][CH2:21][C:4]([OH:6])([C:3]2[CH:2]=[CH:11][CH:10]=[CH:9][CH:8]=2)[CH2:25][CH2:24]1)=[O:28])([CH3:8])([CH3:4])[CH3:2]. The catalyst class is: 752. (8) Reactant: [C:1]([C:3]1[C:12]2[C:7](=[CH:8][CH:9]=[CH:10][C:11]=2[O:13][C:14]2[CH:19]=[CH:18][CH:17]=[CH:16][CH:15]=2)[C:6]([O:20][CH3:21])=[C:5]([C:22]([OH:24])=O)[N:4]=1)#[N:2].C(N(CC)CC)C.C(OC(Cl)=O)C(C)C.Cl.[CH3:41][O:42][C:43](=[O:46])[CH2:44][NH2:45]. Product: [CH3:41][O:42][C:43](=[O:46])[CH2:44][NH:45][C:22]([C:5]1[N:4]=[C:3]([C:1]#[N:2])[C:12]2[C:7]([C:6]=1[O:20][CH3:21])=[CH:8][CH:9]=[CH:10][C:11]=2[O:13][C:14]1[CH:19]=[CH:18][CH:17]=[CH:16][CH:15]=1)=[O:24]. The catalyst class is: 4. (9) Reactant: [F:1][C:2]1[CH:3]=[CH:4][C:5]2[O:9][C:8]([C:10](N(OC)C)=[O:11])=[C:7]([CH3:16])[C:6]=2[CH:17]=1.[C:18]1(C)[CH:23]=[CH:22][CH:21]=[CH:20][CH:19]=1.[H-].C([Al+]CC(C)C)C(C)C.Cl.O1CCCC1.C1([Mg]Br)CCCCC1.[Cl-].[NH4+]. The catalyst class is: 7. Product: [CH:18]1([CH:10]([C:8]2[O:9][C:5]3[CH:4]=[CH:3][C:2]([F:1])=[CH:17][C:6]=3[C:7]=2[CH3:16])[OH:11])[CH2:23][CH2:22][CH2:21][CH2:20][CH2:19]1. (10) Reactant: [CH:1]1([C:4]#[C:5][C:6]2[CH:7]=[C:8]3[C:18](=[CH:19][CH:20]=2)[O:17][C:11]2([CH2:16][CH2:15][CH2:14][O:13][CH2:12]2)[CH2:10][C:9]3=O)[CH2:3][CH2:2]1.C[Si]([N:26]=[C:27]=[N:28][Si](C)(C)C)(C)C. The catalyst class is: 388. Product: [CH:1]1([C:4]#[C:5][C:6]2[CH:7]=[C:8]3[C:18](=[CH:19][CH:20]=2)[O:17][C:11]2([CH2:16][CH2:15][CH2:14][O:13][CH2:12]2)[CH2:10][C:9]3=[N:28][C:27]#[N:26])[CH2:3][CH2:2]1.